From a dataset of Catalyst prediction with 721,799 reactions and 888 catalyst types from USPTO. Predict which catalyst facilitates the given reaction. (1) Reactant: [H-].[Na+].[CH3:3][C@@:4]1([C:20]([F:23])([F:22])[F:21])[CH2:19][N:7]2[C:8](=[O:18])[CH:9]=[C:10]([N:12]3[CH2:17][CH2:16][O:15][CH2:14][CH2:13]3)[N:11]=[C:6]2[NH:5]1.[C:24](Cl)(=[O:31])[C:25]1[CH:30]=[CH:29][CH:28]=[CH:27][CH:26]=1.C(=O)(O)[O-].[Na+]. Product: [CH3:3][C@@:4]1([C:20]([F:23])([F:21])[F:22])[CH2:19][N:7]2[C:8](=[O:18])[CH:9]=[C:10]([N:12]3[CH2:13][CH2:14][O:15][CH2:16][CH2:17]3)[N:11]=[C:6]2[N:5]1[C:24]([C:25]1[CH:30]=[CH:29][CH:28]=[CH:27][CH:26]=1)=[O:31]. The catalyst class is: 54. (2) Reactant: O[CH2:2][N:3]1[CH:7]=[C:6]([C:8]([O:10][CH3:11])=[O:9])[CH:5]=[N:4]1.S(Cl)([Cl:14])=O. Product: [Cl:14][CH2:2][N:3]1[CH:7]=[C:6]([C:8]([O:10][CH3:11])=[O:9])[CH:5]=[N:4]1. The catalyst class is: 4. (3) Reactant: N1C=CN=C1.[C:6]([Si:10](Cl)([C:17]1[CH:22]=[CH:21][CH:20]=[CH:19][CH:18]=1)[C:11]1[CH:16]=[CH:15][CH:14]=[CH:13][CH:12]=1)([CH3:9])([CH3:8])[CH3:7].[Cl:24][C:25]1[C@@H:26]([OH:32])[C@@H:27]([OH:31])[CH:28]=[CH:29][CH:30]=1. Product: [O:31]([CH:27]1[CH:26]([OH:32])[C:25]([Cl:24])=[CH:30][CH:29]=[CH:28]1)[Si:10]([C:6]([CH3:9])([CH3:8])[CH3:7])([C:17]1[CH:22]=[CH:21][CH:20]=[CH:19][CH:18]=1)[C:11]1[CH:16]=[CH:15][CH:14]=[CH:13][CH:12]=1. The catalyst class is: 2.